Dataset: NCI-60 drug combinations with 297,098 pairs across 59 cell lines. Task: Regression. Given two drug SMILES strings and cell line genomic features, predict the synergy score measuring deviation from expected non-interaction effect. (1) Drug 1: CCCS(=O)(=O)NC1=C(C(=C(C=C1)F)C(=O)C2=CNC3=C2C=C(C=N3)C4=CC=C(C=C4)Cl)F. Drug 2: CCC1(CC2CC(C3=C(CCN(C2)C1)C4=CC=CC=C4N3)(C5=C(C=C6C(=C5)C78CCN9C7C(C=CC9)(C(C(C8N6C=O)(C(=O)OC)O)OC(=O)C)CC)OC)C(=O)OC)O.OS(=O)(=O)O. Cell line: PC-3. Synergy scores: CSS=28.5, Synergy_ZIP=4.23, Synergy_Bliss=7.57, Synergy_Loewe=-21.6, Synergy_HSA=5.29. (2) Drug 1: CN(CCCl)CCCl.Cl. Drug 2: CC(C)CN1C=NC2=C1C3=CC=CC=C3N=C2N. Cell line: UO-31. Synergy scores: CSS=7.74, Synergy_ZIP=-2.25, Synergy_Bliss=-0.839, Synergy_Loewe=-2.91, Synergy_HSA=-2.91. (3) Cell line: MCF7. Drug 1: CC(C)(C#N)C1=CC(=CC(=C1)CN2C=NC=N2)C(C)(C)C#N. Synergy scores: CSS=0.490, Synergy_ZIP=-0.461, Synergy_Bliss=-1.28, Synergy_Loewe=-0.861, Synergy_HSA=-2.15. Drug 2: COCCOC1=C(C=C2C(=C1)C(=NC=N2)NC3=CC=CC(=C3)C#C)OCCOC.Cl. (4) Synergy scores: CSS=0.497, Synergy_ZIP=2.41, Synergy_Bliss=4.91, Synergy_Loewe=-0.126, Synergy_HSA=0.639. Drug 1: COC1=NC(=NC2=C1N=CN2C3C(C(C(O3)CO)O)O)N. Cell line: SNB-75. Drug 2: C1CC(=O)NC(=O)C1N2C(=O)C3=CC=CC=C3C2=O. (5) Drug 1: C1CN(P(=O)(OC1)NCCCl)CCCl. Drug 2: CC(C)CN1C=NC2=C1C3=CC=CC=C3N=C2N. Cell line: SK-MEL-28. Synergy scores: CSS=1.78, Synergy_ZIP=0.145, Synergy_Bliss=4.16, Synergy_Loewe=1.79, Synergy_HSA=1.16. (6) Drug 1: CC12CCC(CC1=CCC3C2CCC4(C3CC=C4C5=CN=CC=C5)C)O. Drug 2: CC1OCC2C(O1)C(C(C(O2)OC3C4COC(=O)C4C(C5=CC6=C(C=C35)OCO6)C7=CC(=C(C(=C7)OC)O)OC)O)O. Cell line: SF-268. Synergy scores: CSS=27.5, Synergy_ZIP=4.08, Synergy_Bliss=4.56, Synergy_Loewe=-9.07, Synergy_HSA=3.40. (7) Drug 1: CC(CN1CC(=O)NC(=O)C1)N2CC(=O)NC(=O)C2. Drug 2: CC1=C(N=C(N=C1N)C(CC(=O)N)NCC(C(=O)N)N)C(=O)NC(C(C2=CN=CN2)OC3C(C(C(C(O3)CO)O)O)OC4C(C(C(C(O4)CO)O)OC(=O)N)O)C(=O)NC(C)C(C(C)C(=O)NC(C(C)O)C(=O)NCCC5=NC(=CS5)C6=NC(=CS6)C(=O)NCCC[S+](C)C)O. Cell line: U251. Synergy scores: CSS=28.6, Synergy_ZIP=-7.32, Synergy_Bliss=-0.791, Synergy_Loewe=1.23, Synergy_HSA=1.18. (8) Cell line: SW-620. Drug 1: C1=NC2=C(N1)C(=S)N=C(N2)N. Synergy scores: CSS=18.8, Synergy_ZIP=-7.75, Synergy_Bliss=2.13, Synergy_Loewe=-8.29, Synergy_HSA=3.05. Drug 2: CCC1(CC2CC(C3=C(CCN(C2)C1)C4=CC=CC=C4N3)(C5=C(C=C6C(=C5)C78CCN9C7C(C=CC9)(C(C(C8N6C=O)(C(=O)OC)O)OC(=O)C)CC)OC)C(=O)OC)O.OS(=O)(=O)O.